From a dataset of Reaction yield outcomes from USPTO patents with 853,638 reactions. Predict the reaction yield, written as a fraction of the theoretical maximum amount of product (1.0 means a 100% yield; for example, 0.34 means a 34% yield). (1) The reactants are [CH2:1]([CH:3]1[CH2:8][N:7]([CH:9]2[CH2:12][O:11][CH2:10]2)[CH2:6][CH2:5][N:4]1[C:13]1[CH:14]=[CH:15][C:16]([NH:19][C:20]2[C:25](=[O:26])[N:24]([CH3:27])[CH:23]=[C:22]([C:28]3[C:33]([CH:34]=[O:35])=[C:32]([N:36]4[CH2:48][CH2:47][C:46]5[N:45]6[C:40]([CH2:41][CH2:42][CH2:43][CH2:44]6)=[CH:39][C:38]=5[C:37]4=[O:49])[N:31]=[CH:30][CH:29]=3)[CH:21]=2)=[N:17][CH:18]=1)[CH3:2].[BH4-].[Na+].O. The catalyst is CO. The product is [CH2:1]([C@H:3]1[CH2:8][N:7]([CH:9]2[CH2:10][O:11][CH2:12]2)[CH2:6][CH2:5][N:4]1[C:13]1[CH:14]=[CH:15][C:16]([NH:19][C:20]2[C:25](=[O:26])[N:24]([CH3:27])[CH:23]=[C:22]([C:28]3[CH:29]=[CH:30][N:31]=[C:32]([N:36]4[CH2:48][CH2:47][C:46]5[N:45]6[C:40]([CH2:41][CH2:42][CH2:43][CH2:44]6)=[CH:39][C:38]=5[C:37]4=[O:49])[C:33]=3[CH2:34][OH:35])[CH:21]=2)=[N:17][CH:18]=1)[CH3:2]. The yield is 0.810. (2) The reactants are [CH3:1][O:2][C:3]1[CH:4]=[C:5]([C:12]2[CH2:17][CH2:16][N:15]([C:18]([O:20][C:21]([CH3:24])([CH3:23])[CH3:22])=[O:19])[CH2:14][CH:13]=2)[CH:6]=[CH:7][C:8]=1[N+:9]([O-])=O.C(OCC)(=O)C. The catalyst is C(O)C.[Pd]. The product is [NH2:9][C:8]1[CH:7]=[CH:6][C:5]([CH:12]2[CH2:13][CH2:14][N:15]([C:18]([O:20][C:21]([CH3:22])([CH3:23])[CH3:24])=[O:19])[CH2:16][CH2:17]2)=[CH:4][C:3]=1[O:2][CH3:1]. The yield is 0.960.